Dataset: Forward reaction prediction with 1.9M reactions from USPTO patents (1976-2016). Task: Predict the product of the given reaction. (1) Given the reactants [CH3:1][O:2][C:3]1[CH:8]=[CH:7][CH:6]=[CH:5][C:4]=1[C:9]1[NH:10][C:11]2[C:16]([CH:17]=1)=[CH:15][C:14](B1OC(C)(C)C(C)(C)O1)=[CH:13][CH:12]=2.FC(F)(F)S(O[C:33]1[CH2:34][N:35]([C:38]([O:40][C:41]([CH3:44])([CH3:43])[CH3:42])=[O:39])[CH2:36][CH:37]=1)(=O)=O.C(=O)([O-])[O-].[Cs+].[Cs+], predict the reaction product. The product is: [CH3:1][O:2][C:3]1[CH:8]=[CH:7][CH:6]=[CH:5][C:4]=1[C:9]1[NH:10][C:11]2[C:16]([CH:17]=1)=[CH:15][C:14]([C:37]1[CH2:36][N:35]([C:38]([O:40][C:41]([CH3:44])([CH3:43])[CH3:42])=[O:39])[CH2:34][CH:33]=1)=[CH:13][CH:12]=2. (2) Given the reactants [CH2:1]([O:3][C:4]1[C:25]([O:26][CH3:27])=[CH:24][C:7]2[C:8]3[N:13]([CH:14]([CH2:16][CH3:17])[CH2:15][C:6]=2[CH:5]=1)[CH:12]=[C:11]([C:18]([O:20]CC)=[O:19])[C:10](=[O:23])[CH:9]=3)[CH3:2].O[Li].O, predict the reaction product. The product is: [CH2:1]([O:3][C:4]1[C:25]([O:26][CH3:27])=[CH:24][C:7]2[C:8]3[N:13]([CH:14]([CH2:16][CH3:17])[CH2:15][C:6]=2[CH:5]=1)[CH:12]=[C:11]([C:18]([OH:20])=[O:19])[C:10](=[O:23])[CH:9]=3)[CH3:2]. (3) Given the reactants [NH2:1][C:2]1[C:7]([C:8]([C:10]2[CH:15]=[CH:14][CH:13]=[CH:12][C:11]=2[F:16])=[O:9])=[CH:6][CH:5]=[C:4]([NH:17][CH:18]2[CH2:23][CH2:22][NH:21][CH2:20][CH2:19]2)[N:3]=1.[C:24](Cl)(=[O:26])[CH3:25], predict the reaction product. The product is: [NH2:1][C:2]1[N:3]=[C:4]([NH:17][CH:18]2[CH2:19][CH2:20][N:21]([C:24](=[O:26])[CH3:25])[CH2:22][CH2:23]2)[CH:5]=[CH:6][C:7]=1[C:8](=[O:9])[C:10]1[CH:15]=[CH:14][CH:13]=[CH:12][C:11]=1[F:16]. (4) Given the reactants [OH-].[Na+].[N:3]#[C:4][NH2:5].[CH3:6][S:7][CH:8]([C:10]1[CH:11]=[CH:12][C:13]([C:16]([F:19])([F:18])[F:17])=[N:14][CH:15]=1)[CH3:9].Cl[O-].[Na+], predict the reaction product. The product is: [C:4]([N:5]=[S:7]([CH3:6])[CH:8]([C:10]1[CH:15]=[N:14][C:13]([C:16]([F:19])([F:17])[F:18])=[CH:12][CH:11]=1)[CH3:9])#[N:3]. (5) Given the reactants Cl[C:2]1[CH:7]=[C:6]2[NH:8][C:9](=[O:41])[C:10]3([CH:15]([C:16]4[CH:21]=[CH:20][CH:19]=[C:18]([Cl:22])[CH:17]=4)[CH2:14][C:13](=[O:23])[NH:12][CH:11]3[C:24]3[CH:29]=[C:28]([I:30])[CH:27]=[CH:26][C:25]=3[O:31][C:32]3[CH:37]=[CH:36][C:35]([C:38](O)=[O:39])=[CH:34][CH:33]=3)[C:5]2=[CH:4][CH:3]=1.CCN=C=NCCCN(C)C.C1C=CC2N(O)N=NC=2C=1.C(N(C(C)C)CC)(C)C.[NH4+:72].[Cl-:73], predict the reaction product. The product is: [C:38]([C:35]1[CH:34]=[CH:33][C:32]([O:31][C:25]2[CH:26]=[CH:27][C:28]([I:30])=[CH:29][C:24]=2[CH:11]2[C:10]3([C:5]4[C:6](=[CH:7][C:2]([Cl:73])=[CH:3][CH:4]=4)[NH:8][C:9]3=[O:41])[CH:15]([C:16]3[CH:21]=[CH:20][CH:19]=[C:18]([Cl:22])[CH:17]=3)[CH2:14][C:13](=[O:23])[NH:12]2)=[CH:37][CH:36]=1)(=[O:39])[NH2:72]. (6) Given the reactants [C:1]([C@@H:3]1[CH2:7][C@H:6]([F:8])[CH2:5][N:4]1[C:9](=[O:26])[CH2:10][NH:11][C:12]1([CH3:25])[CH2:24][CH:15]2[CH2:16][N:17]([C:19]([N:21]([CH3:23])[CH3:22])=[O:20])[CH2:18][CH:14]2[CH2:13]1)#[N:2].[C:27]([OH:36])(=[O:35])[CH:28]([CH:30]([C:32]([OH:34])=[O:33])[OH:31])[OH:29], predict the reaction product. The product is: [C:32]([CH:30]([CH:28]([C:27]([OH:36])=[O:35])[OH:29])[OH:31])([OH:34])=[O:33].[C:1]([C@@H:3]1[CH2:7][C@H:6]([F:8])[CH2:5][N:4]1[C:9](=[O:26])[CH2:10][NH:11][C:12]1([CH3:25])[CH2:13][CH:14]2[CH2:18][N:17]([C:19]([N:21]([CH3:22])[CH3:23])=[O:20])[CH2:16][CH:15]2[CH2:24]1)#[N:2]. (7) The product is: [OH:18][CH2:17][C:16]1[C:11]2[O:10][CH2:9][CH2:8][O:7][C:12]=2[CH:13]=[CH:14][CH:15]=1. Given the reactants [H-].[Al+3].[Li+].[H-].[H-].[H-].[O:7]1[C:12]2[CH:13]=[CH:14][CH:15]=[C:16]([C:17](OCC)=[O:18])[C:11]=2[O:10][CH2:9][CH2:8]1.O.[OH-].[Na+], predict the reaction product. (8) Given the reactants C([Mg]Cl)(C)C.[C:6]([O:10][C:11](=[O:25])[NH:12][C:13]1([C:17]2[CH:22]=[CH:21][C:20]([C:23]#N)=[CH:19][CH:18]=2)[CH2:16][CH2:15][CH2:14]1)([CH3:9])([CH3:8])[CH3:7].[CH2:26]([Mg]Cl)[C:27]1[CH:32]=[CH:31][CH:30]=[CH:29][CH:28]=1.C1C[O:38]CC1, predict the reaction product. The product is: [C:6]([O:10][C:11](=[O:25])[NH:12][C:13]1([C:17]2[CH:22]=[CH:21][C:20]([C:23](=[O:38])[CH2:26][C:27]3[CH:32]=[CH:31][CH:30]=[CH:29][CH:28]=3)=[CH:19][CH:18]=2)[CH2:16][CH2:15][CH2:14]1)([CH3:9])([CH3:8])[CH3:7]. (9) Given the reactants C([O:3][C:4]([CH2:6][C:7]1[CH:8]=[C:9]([NH:13]/[C:14](=[C:21]2\[C:22](=[O:30])[NH:23][C:24]3[C:29]\2=[CH:28][CH:27]=[CH:26][CH:25]=3)/[C:15]2[CH:20]=[CH:19][CH:18]=[CH:17][CH:16]=2)[CH:10]=[CH:11][CH:12]=1)=[O:5])C, predict the reaction product. The product is: [C:4]([CH2:6][C:7]1[CH:8]=[C:9]([NH:13]/[C:14](=[C:21]2\[C:22](=[O:30])[NH:23][C:24]3[C:29]\2=[CH:28][CH:27]=[CH:26][CH:25]=3)/[C:15]2[CH:20]=[CH:19][CH:18]=[CH:17][CH:16]=2)[CH:10]=[CH:11][CH:12]=1)([OH:5])=[O:3]. (10) Given the reactants [CH3:1][O:2][C:3]1[C:8](B2OC(C)(C)C(C)(C)O2)=[CH:7][CH:6]=[CH:5][N:4]=1.[C:18]([O:22][C@@H:23]([C:29]1[C:44]([CH3:45])=[CH:43][C:32]2[N:33]=[C:34]([C:36]3[CH:41]=[CH:40][N:39]=[C:38](Cl)[CH:37]=3)[S:35][C:31]=2[C:30]=1[C:46]1[CH:51]=[CH:50][C:49]([Cl:52])=[CH:48][CH:47]=1)[C:24]([O:26][CH2:27][CH3:28])=[O:25])([CH3:21])([CH3:20])[CH3:19].C(=O)([O-])[O-].[K+].[K+], predict the reaction product. The product is: [C:18]([O:22][C@@H:23]([C:29]1[C:44]([CH3:45])=[CH:43][C:32]2[N:33]=[C:34]([C:36]3[CH:41]=[CH:40][N:39]=[C:38]([C:8]4[C:3]([O:2][CH3:1])=[N:4][CH:5]=[CH:6][CH:7]=4)[CH:37]=3)[S:35][C:31]=2[C:30]=1[C:46]1[CH:47]=[CH:48][C:49]([Cl:52])=[CH:50][CH:51]=1)[C:24]([O:26][CH2:27][CH3:28])=[O:25])([CH3:19])([CH3:20])[CH3:21].